This data is from Full USPTO retrosynthesis dataset with 1.9M reactions from patents (1976-2016). The task is: Predict the reactants needed to synthesize the given product. (1) Given the product [CH:25]1([C:28]([N:15]2[CH2:16][CH2:17][C@@H:13]([CH2:12][NH:11][C:10]3[CH:9]=[CH:8][N:7]=[CH:6][C:5]=3[N+:2]([O-:4])=[O:3])[CH2:14]2)=[O:29])[CH2:27][CH2:26]1, predict the reactants needed to synthesize it. The reactants are: Cl.[N+:2]([C:5]1[CH:6]=[N:7][CH:8]=[CH:9][C:10]=1[NH:11][CH2:12][C@@H:13]1[CH2:17][CH2:16][NH:15][CH2:14]1)([O-:4])=[O:3].C(N(CC)CC)C.[CH:25]1([C:28](Cl)=[O:29])[CH2:27][CH2:26]1. (2) Given the product [C:3]([C:5]1[CH:10]=[CH:9][CH:8]=[C:7]2[C:6]=1[CH2:14][C:15](=[O:17])[NH:11]2)([OH:2])=[O:4], predict the reactants needed to synthesize it. The reactants are: C[O:2][C:3]([C:5]1[CH:10]=[CH:9][CH:8]=[C:7]([N+:11]([O-])=O)[C:6]=1[CH:14](C(OC)=O)[C:15]([O:17]C)=O)=[O:4].CCCCCC.C(O)(=O)C.